Task: Predict the product of the given reaction.. Dataset: Forward reaction prediction with 1.9M reactions from USPTO patents (1976-2016) (1) Given the reactants [Cl:1][C:2]1[CH:3]=[CH:4][C:5]([OH:10])=[C:6]([CH:9]=1)[CH:7]=[O:8].[CH2:11]([O:13][C:14](=[O:19])[C:15](Br)([CH3:17])[CH3:16])C.C([O-])([O-])=O.[K+].[K+], predict the reaction product. The product is: [CH3:11][O:13][C:14](=[O:19])[C:15]([O:10][C:5]1[CH:4]=[CH:3][C:2]([Cl:1])=[CH:9][C:6]=1[CH:7]=[O:8])([CH3:17])[CH3:16]. (2) Given the reactants [C:1]([O:5][C:6](=[O:21])[NH:7][C:8]1[C:9]([CH3:20])=[N:10][O:11][C:12]=1[C:13]1[CH:18]=[CH:17][C:16](Br)=[CH:15][CH:14]=1)([CH3:4])([CH3:3])[CH3:2].CC1(C)C(C)(C)OB([C:30]2[CH:35]=[CH:34][C:33]([C:36]3([C:39]([NH:41][S:42]([CH3:45])(=[O:44])=[O:43])=[O:40])[CH2:38][CH2:37]3)=[CH:32][CH:31]=2)O1, predict the reaction product. The product is: [C:1]([O:5][C:6](=[O:21])[NH:7][C:8]1[C:9]([CH3:20])=[N:10][O:11][C:12]=1[C:13]1[CH:18]=[CH:17][C:16]([C:30]2[CH:31]=[CH:32][C:33]([C:36]3([C:39]([NH:41][S:42]([CH3:45])(=[O:44])=[O:43])=[O:40])[CH2:38][CH2:37]3)=[CH:34][CH:35]=2)=[CH:15][CH:14]=1)([CH3:4])([CH3:3])[CH3:2]. (3) Given the reactants [Cl:1][C:2]1[CH:7]=[CH:6][C:5]([C:8](=[O:18])[NH:9][CH2:10][C:11]2[CH:16]=[CH:15][CH:14]=[C:13]([Cl:17])[CH:12]=2)=[CH:4][C:3]=1[NH:19][C:20]([C:22]1[C:35](=[O:36])[NH:34][C:25]2[N:26]=[C:27](S(C)(=O)=O)[N:28]=[CH:29][C:24]=2[CH:23]=1)=[O:21].Cl.[C@@H:38]12[O:45][C@@H:42]([CH2:43][CH2:44]1)[CH2:41][NH:40][CH2:39]2.C(N(CC)CC)C, predict the reaction product. The product is: [Cl:1][C:2]1[CH:7]=[CH:6][C:5]([C:8](=[O:18])[NH:9][CH2:10][C:11]2[CH:16]=[CH:15][CH:14]=[C:13]([Cl:17])[CH:12]=2)=[CH:4][C:3]=1[NH:19][C:20]([C:22]1[C:35](=[O:36])[NH:34][C:25]2[N:26]=[C:27]([N:40]3[CH2:39][C@H:38]4[O:45][C@H:42]([CH2:43][CH2:44]4)[CH2:41]3)[N:28]=[CH:29][C:24]=2[CH:23]=1)=[O:21]. (4) The product is: [F:20][C:16]1[CH:15]=[C:14]([C:9]2[CH:8]=[C:7]([NH2:21])[C:6]3[C:11](=[CH:12][CH:13]=[C:4]([NH2:1])[CH:5]=3)[N:10]=2)[CH:19]=[CH:18][CH:17]=1. Given the reactants [N+:1]([C:4]1[CH:5]=[C:6]2[C:11](=[CH:12][CH:13]=1)[N:10]=[C:9]([C:14]1[CH:19]=[CH:18][CH:17]=[C:16]([F:20])[CH:15]=1)[CH:8]=[C:7]2[N:21]=[N+]=[N-])([O-])=O.O, predict the reaction product. (5) Given the reactants [CH3:1][C:2]([CH3:36])([CH2:5][C@@:6]1([C:30]2[CH:35]=[CH:34][CH:33]=[CH:32][CH:31]=2)[O:11][C:10](=[O:12])[N:9]([C@H:13]([C:15]2[CH:20]=[CH:19][C:18](B3OC(C)(C)C(C)(C)O3)=[CH:17][CH:16]=2)[CH3:14])[CH2:8][CH2:7]1)[C:3]#[N:4].Cl[C:38]1[N:43]=[N:42][C:41]([C:44]([O:46]C)=O)=[CH:40][CH:39]=1.[CH:48]1([NH2:51])[CH2:50][CH2:49]1, predict the reaction product. The product is: [C:3]([C:2]([CH3:36])([CH3:1])[CH2:5][C@@:6]1([C:30]2[CH:31]=[CH:32][CH:33]=[CH:34][CH:35]=2)[O:11][C:10](=[O:12])[N:9]([C@H:13]([C:15]2[CH:20]=[CH:19][C:18]([C:38]3[N:43]=[N:42][C:41]([C:44]([NH:51][CH:48]4[CH2:50][CH2:49]4)=[O:46])=[CH:40][CH:39]=3)=[CH:17][CH:16]=2)[CH3:14])[CH2:8][CH2:7]1)#[N:4]. (6) Given the reactants [Cl:1][C:2]1[C:10]2[O:9][CH2:8][CH:7]([O:11][CH3:12])[C:6]=2[C:5]([CH:13]2[C@H:18]([O:19]CC3C=CC=CC=3)[C@@H:17]([O:27]CC3C=CC=CC=3)[C@H:16]([O:35]CC3C=CC=CC=3)[C@@H:15]([CH2:43][O:44]CC3C=CC=CC=3)[O:14]2)=[CH:4][C:3]=1[CH2:52][C:53]1[CH:58]=[CH:57][C:56]([O:59][CH2:60][CH3:61])=[CH:55][CH:54]=1, predict the reaction product. The product is: [Cl:1][C:2]1[C:10]2[O:9][CH2:8][CH:7]([O:11][CH3:12])[C:6]=2[C:5]([C@H:13]2[C@H:18]([OH:19])[C@@H:17]([OH:27])[C@H:16]([OH:35])[C@@H:15]([CH2:43][OH:44])[O:14]2)=[CH:4][C:3]=1[CH2:52][C:53]1[CH:58]=[CH:57][C:56]([O:59][CH2:60][CH3:61])=[CH:55][CH:54]=1. (7) The product is: [Br:1][C:15]1[C:14]([C:17]2[CH:22]=[CH:21][C:20]([F:23])=[CH:19][CH:18]=2)=[N:13][N:12]([CH:9]2[CH2:11][CH2:10]2)[CH:16]=1. Given the reactants [Br:1]N1C(=O)CCC1=O.[CH:9]1([N:12]2[CH:16]=[CH:15][C:14]([C:17]3[CH:22]=[CH:21][C:20]([F:23])=[CH:19][CH:18]=3)=[N:13]2)[CH2:11][CH2:10]1.O, predict the reaction product. (8) The product is: [ClH:26].[O:1]1[C:5]2[CH:6]=[CH:7][CH:8]=[CH:9][C:4]=2[N:3]=[C:2]1[NH:10][C@H:11]1[CH2:15][NH:14][C@H:13]([C:23]([N:30]2[CH2:31][CH2:32][CH2:33][CH:29]2[C:27]#[N:28])=[O:25])[CH2:12]1. Given the reactants [O:1]1[C:5]2[CH:6]=[CH:7][CH:8]=[CH:9][C:4]=2[N:3]=[C:2]1[NH:10][C@H:11]1[CH2:15][N:14](C(OC(C)(C)C)=O)[C@H:13]([C:23]([OH:25])=O)[CH2:12]1.[ClH:26].[C:27]([C@@H:29]1[CH2:33][CH2:32][CH2:31][NH:30]1)#[N:28], predict the reaction product. (9) Given the reactants [H-].[Al+3].[Li+].[H-].[H-].[H-].[CH2:7]([N:14]1[CH2:19][CH2:18][C:17]([CH3:25])([C:20](OCC)=[O:21])[CH2:16][CH2:15]1)[C:8]1[CH:13]=[CH:12][CH:11]=[CH:10][CH:9]=1, predict the reaction product. The product is: [CH2:7]([N:14]1[CH2:19][CH2:18][C:17]([CH2:20][OH:21])([CH3:25])[CH2:16][CH2:15]1)[C:8]1[CH:13]=[CH:12][CH:11]=[CH:10][CH:9]=1.